From a dataset of Peptide-MHC class II binding affinity with 134,281 pairs from IEDB. Regression. Given a peptide amino acid sequence and an MHC pseudo amino acid sequence, predict their binding affinity value. This is MHC class II binding data. (1) The peptide sequence is GLLFMILTVAANEMG. The MHC is DRB1_1101 with pseudo-sequence DRB1_1101. The binding affinity (normalized) is 0.394. (2) The peptide sequence is VFLGSAYGIPKVPPG. The MHC is HLA-DPA10201-DPB10501 with pseudo-sequence HLA-DPA10201-DPB10501. The binding affinity (normalized) is 0.144. (3) The peptide sequence is IPQEWKPAITVKVLPA. The MHC is DRB1_1501 with pseudo-sequence DRB1_1501. The binding affinity (normalized) is 0.265. (4) The peptide sequence is MATFKIQPVFMVASFLKA. The MHC is DRB3_0101 with pseudo-sequence DRB3_0101. The binding affinity (normalized) is 0. (5) The peptide sequence is AFILDGDGLFPKV. The MHC is DRB3_0101 with pseudo-sequence DRB3_0101. The binding affinity (normalized) is 0.981. (6) The peptide sequence is DEFFECFKYLLIQGH. The MHC is DRB1_0404 with pseudo-sequence DRB1_0404. The binding affinity (normalized) is 0.559.